From a dataset of Blood-brain barrier permeability classification from the B3DB database. Regression/Classification. Given a drug SMILES string, predict its absorption, distribution, metabolism, or excretion properties. Task type varies by dataset: regression for continuous measurements (e.g., permeability, clearance, half-life) or binary classification for categorical outcomes (e.g., BBB penetration, CYP inhibition). Dataset: b3db_classification. (1) The drug is Cn1nnnc1SCC1=C(C(=O)O)N2C(=O)C(NC(=O)CSC(F)(F)F)C2SC1. The result is 0 (does not penetrate BBB). (2) The molecule is C=CC1O[C@@H]2C[C@H]3[C@@H]4CCC5=CC(=O)C=C[C@]5(C)[C@@]4(F)[C@@H](O)C[C@]3(C)[C@]2(C(=O)CO)O1. The result is 1 (penetrates BBB). (3) The drug is CN(C)CCC=C1c2ccccc2CSc2ccccc21. The result is 1 (penetrates BBB). (4) The molecule is C[C@]12COC(=O)C[C@@H]1CC[C@@H]1[C@@H]2CC[C@@]2(C)[C@H]1CC[C@]2(C)O. The result is 0 (does not penetrate BBB). (5) The molecule is CC(O)C1C(=O)N2C(C(=O)O)=C(SC3CNC(C(=O)N(C)C)C3)C(C)C12. The result is 0 (does not penetrate BBB). (6) The compound is CC(C)(C)c1cnc(CSc2cnc(NC(=O)C3CCNCC3)s2)o1. The result is 1 (penetrates BBB). (7) The result is 0 (does not penetrate BBB). The compound is C[C@@H](Cc1ccc(O)cc1)NC[C@@H](O)c1cc(O)cc(O)c1. (8) The drug is CCc1ccc(CCOc2ccc(CC3SC(=O)NC3=O)cc2)nc1. The result is 0 (does not penetrate BBB). (9) The drug is COc1ccc2c(c1)C13CCCCC1C(C2)N(C)CC3. The result is 1 (penetrates BBB). (10) The molecule is CC(C)C[C@@H](OC(=O)c1ccco1)C(=O)N[C@@H]1C(=O)N2[C@@H](C(=O)O)C(C)(C)S[C@H]12. The result is 0 (does not penetrate BBB).